Task: Predict which catalyst facilitates the given reaction.. Dataset: Catalyst prediction with 721,799 reactions and 888 catalyst types from USPTO Reactant: [CH3:1][O:2][C:3]1([O:13][CH3:14])[CH2:6][CH:5]([C:7](=O)[CH2:8][CH2:9][CH:10]=[CH2:11])[CH2:4]1.[C:15]([O-:18])(=O)[CH3:16].[NH4+:19].[C:20]([N+:24]#[C-])([CH3:23])([CH3:22])[CH3:21].FC(F)(F)[CH2:28][OH:29]. Product: [C:15]([NH:19][C:7]([CH:5]1[CH2:6][C:3]([O:13][CH3:14])([O:2][CH3:1])[CH2:4]1)([CH2:8][CH2:9][CH:10]=[CH2:11])[C:28]([NH:24][C:20]([CH3:23])([CH3:22])[CH3:21])=[O:29])(=[O:18])[CH3:16]. The catalyst class is: 13.